The task is: Predict the reaction yield, written as a fraction of the theoretical maximum amount of product (1.0 means a 100% yield; for example, 0.34 means a 34% yield).. This data is from Reaction yield outcomes from USPTO patents with 853,638 reactions. The reactants are [CH2:1]([C@@H:5]1[CH2:8][N:7]([O:9][CH2:10][C:11]2[CH:16]=[CH:15][CH:14]=[CH:13][CH:12]=2)[C:6]1=[O:17])[CH2:2][CH2:3][CH3:4].[OH2:18].[OH-].[Li+]. The catalyst is C1COCC1.CO.O. The yield is 0.690. The product is [C:11]1([CH2:10][O:9][NH:7][CH2:8][C@@H:5]([CH2:1][CH2:2][CH2:3][CH3:4])[C:6]([OH:17])=[O:18])[CH:16]=[CH:15][CH:14]=[CH:13][CH:12]=1.